This data is from Full USPTO retrosynthesis dataset with 1.9M reactions from patents (1976-2016). The task is: Predict the reactants needed to synthesize the given product. (1) Given the product [F:68][C:65]1[CH:66]=[CH:67][C:62]([C@@H:9]([OH:8])[CH2:10][S:11][C@H:12]2[C:15](=[O:16])[N:14]([C:17]3[CH:18]=[CH:19][C:20]([C:23]#[C:24][CH2:25][NH:26][S:27]([CH3:30])(=[O:28])=[O:29])=[CH:21][CH:22]=3)[C@@H:13]2[C:31]2[CH:32]=[CH:33][C:34]([O:35][CH2:36][C:37]([NH:39][CH2:40][C:41]([NH:43][C@@H:44]([C:57]([OH:59])=[O:58])[CH2:45][CH2:46][CH2:47][CH2:48][NH2:49])=[O:42])=[O:38])=[CH:60][CH:61]=2)=[CH:63][CH:64]=1, predict the reactants needed to synthesize it. The reactants are: [Si]([O:8][C@H:9]([C:62]1[CH:67]=[CH:66][C:65]([F:68])=[CH:64][CH:63]=1)[CH2:10][S:11][C@H:12]1[C:15](=[O:16])[N:14]([C:17]2[CH:22]=[CH:21][C:20]([C:23]#[C:24][CH2:25][NH:26][S:27]([CH3:30])(=[O:29])=[O:28])=[CH:19][CH:18]=2)[C@@H:13]1[C:31]1[CH:61]=[CH:60][C:34]([O:35][CH2:36][C:37]([NH:39][CH2:40][C:41]([NH:43][C@@H:44]([C:57]([OH:59])=[O:58])[CH2:45][CH2:46][CH2:47][CH2:48][NH:49]C(OC(C)(C)C)=O)=[O:42])=[O:38])=[CH:33][CH:32]=1)(C(C)(C)C)(C)C.[N+]([O-])([O-])=O.[N+]([O-])([O-])=O.[N+]([O-])([O-])=O.[N+]([O-])([O-])=O.[Ce+4].[N+]([O-])(O)=O.O. (2) Given the product [CH2:30]([C:12]1([S:14]([C:17]2[CH:22]=[CH:21][CH:20]=[C:19]([C:23]([F:26])([F:24])[F:25])[CH:18]=2)(=[O:15])=[O:16])[CH2:11][CH2:10][O:9][CH:8]([C:7]2[C:2]([CH3:1])=[N:3][C:4]([CH3:27])=[CH:5][CH:6]=2)[CH2:13]1)[CH3:31], predict the reactants needed to synthesize it. The reactants are: [CH3:1][C:2]1[C:7]([CH:8]2[CH2:13][CH:12]([S:14]([C:17]3[CH:22]=[CH:21][CH:20]=[C:19]([C:23]([F:26])([F:25])[F:24])[CH:18]=3)(=[O:16])=[O:15])[CH2:11][CH2:10][O:9]2)=[CH:6][CH:5]=[C:4]([CH3:27])[N:3]=1.O([C:30](C)(C)[CH3:31])[K].C(I)C. (3) Given the product [CH3:29][C@H:27]1[O:28][C@@H:23]([CH3:22])[CH2:24][N:25]([CH2:21][C@@H:19]([OH:20])[CH2:18][O:17][C:4]2[CH:5]=[CH:6][C:7]3[C:8]4[N:9]([CH2:14][CH2:15][N:16]=4)[C:10]([NH2:13])=[N:11][C:12]=3[C:3]=2[O:2][CH3:1])[CH2:26]1, predict the reactants needed to synthesize it. The reactants are: [CH3:1][O:2][C:3]1[C:12]2[N:11]=[C:10]([NH2:13])[N:9]3[CH2:14][CH2:15][N:16]=[C:8]3[C:7]=2[CH:6]=[CH:5][C:4]=1[O:17][CH2:18][C@H:19]1[CH2:21][O:20]1.[CH3:22][C@H:23]1[O:28][C@@H:27]([CH3:29])[CH2:26][NH:25][CH2:24]1. (4) Given the product [NH2:18][C:16]1[NH:15][N:14]=[C:13]([NH:12][C:5]2[CH:6]=[C:7]([C:8]([F:11])([F:10])[F:9])[C:2]([C:55]3[CH:60]=[CH:59][C:58]([S:61]([N:64]4[CH2:69][CH2:68][CH:67]([OH:70])[CH2:66][CH2:65]4)(=[O:63])=[O:62])=[CH:57][CH:56]=3)=[C:3]([Cl:19])[CH:4]=2)[N:17]=1, predict the reactants needed to synthesize it. The reactants are: Br[C:2]1[C:7]([C:8]([F:11])([F:10])[F:9])=[CH:6][C:5]([NH:12][C:13]2[N:17]=[C:16]([NH2:18])[NH:15][N:14]=2)=[CH:4][C:3]=1[Cl:19].CN1C(C)(C)CC(SC2C=CC(B3OC(C)(C)C(C)(C)O3)=CC=2)CC1(C)C.CC1(C)C(C)(C)OB([C:55]2[CH:60]=[CH:59][C:58]([S:61]([N:64]3[CH2:69][CH2:68][CH:67]([OH:70])[CH2:66][CH2:65]3)(=[O:63])=[O:62])=[CH:57][CH:56]=2)O1.C([O-])([O-])=O.[K+].[K+]. (5) The reactants are: [Br:1][C:2]1[CH:7]=[C:6]([Cl:8])[CH:5]=[CH:4][C:3]=1[OH:9].IC.[C:12](=O)([O-])[O-].[K+].[K+].O. Given the product [Br:1][C:2]1[CH:7]=[C:6]([Cl:8])[CH:5]=[CH:4][C:3]=1[O:9][CH3:12], predict the reactants needed to synthesize it. (6) Given the product [ClH:1].[Cl:1][C:2]1[CH:3]=[C:4]([NH:23][S:24]([C:27]([F:30])([F:28])[F:29])(=[O:26])=[O:25])[CH:5]=[CH:6][C:7]=1[C:8]1[N:9]=[C:10]([C:13]2[CH:18]=[CH:17][N:16]=[C:15]([CH2:19][CH:20]([CH3:22])[CH3:21])[CH:14]=2)[S:11][CH:12]=1, predict the reactants needed to synthesize it. The reactants are: [Cl:1][C:2]1[CH:3]=[C:4]([NH:23][S:24]([C:27]([F:30])([F:29])[F:28])(=[O:26])=[O:25])[CH:5]=[CH:6][C:7]=1[C:8]1[N:9]=[C:10]([C:13]2[CH:18]=[CH:17][N:16]=[C:15]([CH2:19][CH:20]([CH3:22])[CH3:21])[CH:14]=2)[S:11][CH:12]=1.Cl. (7) Given the product [OH:26][C:22]1[CH:21]=[C:20]([C:9]2[CH2:10][CH2:11][CH2:12][C:13]3[CH:18]=[C:17]([OH:19])[CH:16]=[CH:15][C:14]=3[C:8]=2[CH2:7][CH2:6][CH2:5][CH2:4][CH2:3][CH2:2][N:28]([CH3:27])[CH2:29][CH2:30][CH2:31][CH2:32][CH2:33][CH2:34][S:35]([CH2:37][CH2:38][CH2:39][C:40]([F:46])([F:45])[C:41]([F:42])([F:43])[F:44])=[O:36])[CH:25]=[CH:24][CH:23]=1, predict the reactants needed to synthesize it. The reactants are: Br[CH2:2][CH2:3][CH2:4][CH2:5][CH2:6][CH2:7][C:8]1[C:14]2[CH:15]=[CH:16][C:17]([OH:19])=[CH:18][C:13]=2[CH2:12][CH2:11][CH2:10][C:9]=1[C:20]1[CH:25]=[CH:24][CH:23]=[C:22]([OH:26])[CH:21]=1.[CH3:27][NH:28][CH2:29][CH2:30][CH2:31][CH2:32][CH2:33][CH2:34][S:35]([CH2:37][CH2:38][CH2:39][C:40]([F:46])([F:45])[C:41]([F:44])([F:43])[F:42])=[O:36]. (8) Given the product [Cl:21][C:22]1[CH:27]=[CH:26][C:25]([CH:28]([C:34]2[CH:39]=[CH:38][C:37]([Cl:40])=[CH:36][CH:35]=2)[N:29]2[CH2:30][C:31]([CH2:7][S:8]([CH2:11][C:12]3[CH2:17][CH2:16][N:15]([C:18](=[S:20])[OH:19])[CH2:14][CH:13]=3)(=[O:9])=[O:10])([OH:33])[CH2:32]2)=[CH:24][CH:23]=1, predict the reactants needed to synthesize it. The reactants are: CC(C)([O-])C.[K+].[CH3:7][S:8]([CH2:11][C:12]1[CH2:13][CH2:14][N:15]([C:18](=[S:20])[OH:19])[CH2:16][CH:17]=1)(=[O:10])=[O:9].[Cl:21][C:22]1[CH:27]=[CH:26][C:25]([CH:28]([C:34]2[CH:39]=[CH:38][C:37]([Cl:40])=[CH:36][CH:35]=2)[N:29]2[CH2:32][C:31](=[O:33])[CH2:30]2)=[CH:24][CH:23]=1. (9) Given the product [CH3:1][C:2]1([CH3:11])[CH:6]2[CH2:7][CH2:8][CH:3]1[C:4]1[CH:18]=[C:19]([CH2:20][C:21]3([CH3:24])[CH2:23][CH2:22]3)[N:27]=[N:28][C:5]=12, predict the reactants needed to synthesize it. The reactants are: [CH3:1][C:2]1([CH3:11])[CH:6]2[CH2:7][CH2:8][CH:3]1[C:4](=O)[C:5]2=O.COP([CH2:18][C:19](=O)[CH2:20][C:21]1([CH3:24])[CH2:23][CH2:22]1)(=O)OC.O.[NH2:27][NH2:28].